This data is from Reaction yield outcomes from USPTO patents with 853,638 reactions. The task is: Predict the reaction yield, written as a fraction of the theoretical maximum amount of product (1.0 means a 100% yield; for example, 0.34 means a 34% yield). (1) The reactants are [CH:1]([N:4]1[CH:12]=[N:11][C:10]2[C:5]1=[N:6][C:7]([N:20]1[CH2:25][CH2:24][O:23][CH2:22][CH2:21]1)=[N:8][C:9]=2[C:13]1[CH:14]=[N:15][C:16]([NH2:19])=[N:17][CH:18]=1)([CH3:3])[CH3:2].C1C(=O)N([Br:33])C(=O)C1. The catalyst is C(Cl)(Cl)Cl. The product is [Br:33][C:12]1[N:4]([CH:1]([CH3:3])[CH3:2])[C:5]2[C:10]([N:11]=1)=[C:9]([C:13]1[CH:14]=[N:15][C:16]([NH2:19])=[N:17][CH:18]=1)[N:8]=[C:7]([N:20]1[CH2:25][CH2:24][O:23][CH2:22][CH2:21]1)[N:6]=2. The yield is 0.520. (2) The reactants are [OH:1][C:2]1[CH:7]=[CH:6][C:5]([C:8]2[CH:13]=[CH:12][C:11]([C:14]([OH:16])=[O:15])=[CH:10][CH:9]=2)=[CH:4][CH:3]=1.S(=O)(=O)(O)O.[CH3:22]O. No catalyst specified. The product is [OH:1][C:2]1[CH:3]=[CH:4][C:5]([C:8]2[CH:13]=[CH:12][C:11]([C:14]([O:16][CH3:22])=[O:15])=[CH:10][CH:9]=2)=[CH:6][CH:7]=1. The yield is 0.950. (3) The reactants are [NH2:1][C:2]1[C:7]2=[C:8]([C:13]3[CH:18]=[CH:17][C:16]([NH:19][C:20]([NH:22][C:23]4[CH:28]=[C:27]([C:29]([F:32])([F:31])[F:30])[CH:26]=[CH:25][N:24]=4)=[O:21])=[C:15]([F:33])[CH:14]=3)[C:9]([CH2:11]O)=[CH:10][N:6]2[N:5]=[CH:4][N:3]=1.S(Cl)(Cl)=O.CCC(C)[BH-](C(C)CC)C(C)CC.[Li+]. The yield is 0.590. The catalyst is C(Cl)Cl.ClC(Cl)C. The product is [NH2:1][C:2]1[C:7]2=[C:8]([C:13]3[CH:18]=[CH:17][C:16]([NH:19][C:20]([NH:22][C:23]4[CH:28]=[C:27]([C:29]([F:30])([F:32])[F:31])[CH:26]=[CH:25][N:24]=4)=[O:21])=[C:15]([F:33])[CH:14]=3)[C:9]([CH3:11])=[CH:10][N:6]2[N:5]=[CH:4][N:3]=1. (4) The reactants are [Cl:1][C:2]1[C:11]([C:12]([OH:14])=O)=[N:10][C:9]2[NH:8][C:7](=[O:15])[CH2:6][S:5][C:4]=2[CH:3]=1.[CH3:16][O:17][C:18]1[CH:27]=[C:26]2[C:21]([N:22]=[CH:23][C:24]([S:28][CH2:29][CH2:30][N:31]3[CH2:36][CH2:35][CH:34]([NH2:37])[CH2:33][CH2:32]3)=[N:25]2)=[CH:20][CH:19]=1. No catalyst specified. The product is [CH3:16][O:17][C:18]1[CH:27]=[C:26]2[C:21]([N:22]=[CH:23][C:24]([S:28][CH2:29][CH2:30][N:31]3[CH2:32][CH2:33][CH:34]([NH:37][C:12]([C:11]4[C:2]([Cl:1])=[CH:3][C:4]5[S:5][CH2:6][C:7](=[O:15])[NH:8][C:9]=5[N:10]=4)=[O:14])[CH2:35][CH2:36]3)=[N:25]2)=[CH:20][CH:19]=1. The yield is 0.120. (5) The reactants are [Cl:1][C:2]1[CH:7]=[C:6]([OH:8])[C:5]([C:9]2[CH:14]=[CH:13][N:12]=[N:11][CH:10]=2)=[CH:4][C:3]=1[C:15]1[CH:20]=[CH:19][C:18]([F:21])=[CH:17][CH:16]=1.[Cl:22][C:23]1[C:24](F)=[CH:25][C:26]([F:49])=[C:27]([S:29]([N:32]([CH2:38][C:39]2[CH:44]=[CH:43][C:42]([O:45][CH3:46])=[CH:41][C:40]=2[O:47][CH3:48])[C:33]2[S:34][CH:35]=[N:36][N:37]=2)(=[O:31])=[O:30])[CH:28]=1.C(=O)([O-])[O-].[K+].[K+]. The catalyst is CS(C)=O. The product is [Cl:22][C:23]1[C:24]([O:8][C:6]2[C:5]([C:9]3[CH:14]=[CH:13][N:12]=[N:11][CH:10]=3)=[CH:4][C:3]([C:15]3[CH:20]=[CH:19][C:18]([F:21])=[CH:17][CH:16]=3)=[C:2]([Cl:1])[CH:7]=2)=[CH:25][C:26]([F:49])=[C:27]([S:29]([N:32]([CH2:38][C:39]2[CH:44]=[CH:43][C:42]([O:45][CH3:46])=[CH:41][C:40]=2[O:47][CH3:48])[C:33]2[S:34][CH:35]=[N:36][N:37]=2)(=[O:30])=[O:31])[CH:28]=1. The yield is 0.620. (6) The reactants are [CH2:1]([NH:3][C:4](=[S:19])[N:5]([CH3:18])[C:6]1[S:10][C:9]([C:11]2[CH:12]=[N:13][CH:14]=[CH:15][CH:16]=2)=[N:8][C:7]=1[CH3:17])[CH3:2].I[CH2:21][CH3:22]. The catalyst is C(O)C. The product is [CH2:21]([S:19][C:4](=[N:3][CH2:1][CH3:2])[N:5]([CH3:18])[C:6]1[S:10][C:9]([C:11]2[CH:12]=[N:13][CH:14]=[CH:15][CH:16]=2)=[N:8][C:7]=1[CH3:17])[CH3:22]. The yield is 0.390. (7) The reactants are [CH3:1][N:2]1[C:10]2[C:5](=[CH:6][C:7]([NH:11][C:12]([NH:14][C:15]3[CH:16]=[C:17]([CH:29]=[CH:30][CH:31]=3)[O:18][C:19]3[CH:24]=[CH:23][N:22]=[C:21]([C:25]([O:27]C)=[O:26])[CH:20]=3)=[O:13])=[CH:8][CH:9]=2)[CH:4]=[N:3]1.[OH-].[K+]. The yield is 0.700. The product is [CH3:1][N:2]1[C:10]2[C:5](=[CH:6][C:7]([NH:11][C:12]([NH:14][C:15]3[CH:16]=[C:17]([CH:29]=[CH:30][CH:31]=3)[O:18][C:19]3[CH:24]=[CH:23][N:22]=[C:21]([C:25]([OH:27])=[O:26])[CH:20]=3)=[O:13])=[CH:8][CH:9]=2)[CH:4]=[N:3]1. The catalyst is CO.O. (8) The reactants are [CH3:1][O:2][C:3]([C:5]1[CH:13]=[C:12]2[C:8]([CH:9]=[CH:10][NH:11]2)=[CH:7][CH:6]=1)=[O:4].CS(O[CH2:19][C:20]1[CH:21]=[N:22][C:23]([O:26][CH3:27])=[CH:24][CH:25]=1)(=O)=O.[H-].[Na+]. The catalyst is CN(C=O)C.C(OCC)(=O)C. The product is [CH3:27][O:26][C:23]1[N:22]=[CH:21][C:20]([CH2:19][N:11]2[C:12]3[C:8](=[CH:7][CH:6]=[C:5]([C:3]([O:2][CH3:1])=[O:4])[CH:13]=3)[CH:9]=[CH:10]2)=[CH:25][CH:24]=1. The yield is 0.750.